From a dataset of Full USPTO retrosynthesis dataset with 1.9M reactions from patents (1976-2016). Predict the reactants needed to synthesize the given product. (1) Given the product [C:1]1([C:7]2([C:13]3[CH:18]=[CH:17][CH:16]=[CH:15][CH:14]=3)[CH2:11][CH2:10][NH:19][C:8]2=[O:9])[CH:6]=[CH:5][CH:4]=[CH:3][CH:2]=1, predict the reactants needed to synthesize it. The reactants are: [C:1]1([C:7]2([C:13]3[CH:18]=[CH:17][CH:16]=[CH:15][CH:14]=3)[CH2:11][CH2:10][O:9][C:8]2=O)[CH:6]=[CH:5][CH:4]=[CH:3][CH:2]=1.[NH3:19]. (2) Given the product [NH:1]([C:36]([O:38][C:39]([CH3:41])([CH3:40])[CH3:42])=[O:37])[CH2:2][C:3]([NH:5][C@H:6]([C:14]([NH:16][C@H:17]([C:22]([NH:24][CH2:25][C:26]([OH:28])=[O:27])=[O:23])[CH2:18][CH:19]([CH3:21])[CH3:20])=[O:15])[CH2:7][C:8]1[CH:9]=[CH:10][CH:11]=[CH:12][CH:13]=1)=[O:4], predict the reactants needed to synthesize it. The reactants are: [NH:1]([C:36]([O:38][C:39]([CH3:42])([CH3:41])[CH3:40])=[O:37])[CH2:2][C:3]([NH:5][C@H:6]([C:14]([NH:16][C@H:17]([C:22]([NH:24][CH2:25][C:26]([O:28]CC1C=CC=CC=1)=[O:27])=[O:23])[CH2:18][CH:19]([CH3:21])[CH3:20])=[O:15])[CH2:7][C:8]1[CH:13]=[CH:12][CH:11]=[CH:10][CH:9]=1)=[O:4]. (3) The reactants are: [CH3:1][C:2]1[N:7]=[C:6]([N:8]2[C:17]3[C:12](=[CH:13][CH:14]=[CH:15][CH:16]=3)[N:11]=[C:10]([C:18]([OH:20])=[O:19])[C:9]2=[O:21])[CH:5]=[CH:4][CH:3]=1.[C:22](Cl)(=[O:26])[C:23](Cl)=O. Given the product [CH3:1][C:2]1[N:7]=[C:6]([N:8]2[C:17]3[C:12](=[CH:13][CH:14]=[CH:15][CH:16]=3)[N:11]=[C:10]([C:18]([O:20][C:2]3[CH2:3][CH2:4][CH2:23][C:22](=[O:26])[CH:1]=3)=[O:19])[C:9]2=[O:21])[CH:5]=[CH:4][CH:3]=1, predict the reactants needed to synthesize it. (4) Given the product [Br:5][C:6]1[CH:11]=[CH:10][C:9]([N+:12]([O-:14])=[O:13])=[CH:8][C:7]=1[OH:15], predict the reactants needed to synthesize it. The reactants are: B(Br)(Br)Br.[Br:5][C:6]1[CH:11]=[CH:10][C:9]([N+:12]([O-:14])=[O:13])=[CH:8][C:7]=1[O:15]C.